This data is from Forward reaction prediction with 1.9M reactions from USPTO patents (1976-2016). The task is: Predict the product of the given reaction. (1) Given the reactants C([O:8][C:9]1[CH:27]=[C:26]([CH2:28][CH3:29])[CH:25]=[CH:24][C:10]=1[O:11][C:12]1[CH:17]=[CH:16][C:15]([NH:18][CH2:19][CH2:20][CH2:21][OH:22])=[CH:14][C:13]=1[F:23])C1C=CC=CC=1.C([O-])=O.[NH4+], predict the reaction product. The product is: [CH2:28]([C:26]1[CH:25]=[CH:24][C:10]([O:11][C:12]2[CH:17]=[CH:16][C:15]([NH:18][CH2:19][CH2:20][CH2:21][OH:22])=[CH:14][C:13]=2[F:23])=[C:9]([OH:8])[CH:27]=1)[CH3:29]. (2) The product is: [Br:1][CH:6]([C:8]1[CH:9]=[C:10]([C:25]([N:27]2[CH2:28][CH2:29][CH2:30][CH2:31]2)=[O:26])[CH:11]=[C:12]2[C:17]=1[O:16][C:15]([N:18]1[CH2:19][CH2:20][O:21][CH2:22][CH2:23]1)=[CH:14][C:13]2=[O:24])[CH3:7]. Given the reactants [Br:1]P(Br)Br.O[CH:6]([C:8]1[CH:9]=[C:10]([C:25]([N:27]2[CH2:31][CH2:30][CH2:29][CH2:28]2)=[O:26])[CH:11]=[C:12]2[C:17]=1[O:16][C:15]([N:18]1[CH2:23][CH2:22][O:21][CH2:20][CH2:19]1)=[CH:14][C:13]2=[O:24])[CH3:7], predict the reaction product. (3) Given the reactants [Br:1][C:2]1[CH:7]=[CH:6][C:5]([N:8](C2C=CC=CC=2)[CH:9]2[CH2:14][CH2:13][N:12]([C:15]3([CH3:31])[CH2:20][CH2:19][N:18]([C:21]([C:23]4[C:28]([CH3:29])=[CH:27][CH:26]=[CH:25][C:24]=4[CH3:30])=[O:22])[CH2:17][CH2:16]3)[CH2:11][CH2:10]2)=[CH:4][CH:3]=1.Br[CH2:39][C:40]1[CH:45]=[CH:44][CH:43]=[CH:42][CH:41]=1.C([O-])([O-])=O.[K+].[K+], predict the reaction product. The product is: [CH2:39]([N:8]([C:5]1[CH:4]=[CH:3][C:2]([Br:1])=[CH:7][CH:6]=1)[CH:9]1[CH2:14][CH2:13][N:12]([C:15]2([CH3:31])[CH2:20][CH2:19][N:18]([C:21]([C:23]3[C:28]([CH3:29])=[CH:27][CH:26]=[CH:25][C:24]=3[CH3:30])=[O:22])[CH2:17][CH2:16]2)[CH2:11][CH2:10]1)[C:40]1[CH:45]=[CH:44][CH:43]=[CH:42][CH:41]=1. (4) Given the reactants [Cl:1][C:2]1[C:7]([N+:8]([O-])=O)=[CH:6][C:5]([N+:11]([O-])=O)=[CH:4][N:3]=1.[OH:14][CH:15]1[CH2:19][CH2:18][NH:17][CH2:16]1, predict the reaction product. The product is: [ClH:1].[ClH:1].[NH2:8][C:7]1[C:2]([N:17]2[CH2:18][CH2:19][CH:15]([OH:14])[CH2:16]2)=[N:3][CH:4]=[C:5]([NH2:11])[CH:6]=1.